This data is from Drug-target binding data from BindingDB using Ki measurements. The task is: Regression. Given a target protein amino acid sequence and a drug SMILES string, predict the binding affinity score between them. We predict pKi (pKi = -log10(Ki in M); higher means stronger inhibition). Dataset: bindingdb_ki. (1) The small molecule is Fc1ccc([C@H]2CC3CCC2N3)cn1. The target protein sequence is MDFSLTRLIFLFIAATLVFSSEDESRLINDLFKSYNKVVRPVKAFKDKVVVTLGLQLIQLINVDEVNQIVTTNVRLKQQWEDVHLKWNPEDYGGIKKVRISSGDIWRPDIVLYNNADGDFAIVQETKVLLDYTGKIIWTPPAIFKSYCEMIVTYFPFDLQNCSMKLGTWTYDGSLVVINPESDRPDLSNFMESGEWYMKDYRGWKHWVYYDCCPETPYLDITYHFLLQRLPLYFIVNVVIPCLLFSFLTGLVFYLPTDSGEKITLSVSVLLSLVVFLLVIVELIPSTSSAVPLIGKYMLFTMVFVITSIVITVIVINTHHRSPSTHIMPQWLKKIFIETIPRVMFFSTMKRPAQDQQKKKIFTEDIDISDISGKLGPAAVKYQSPILKNPDVKSAIEGAKYIAETMKSDQESNKASEEWKFVAMVLDHLLLAVFMIVCIIGTLAIFAGRLIELHMQG. The pKi is 9.2. (2) The small molecule is NC(C(=O)O)c1cc(=O)[nH]o1. The target protein sequence is MVRLLLLFFPAVFLEMSLFPRGPGGKVLLAGASSQRSVARMDGDVIIGALFSVHHQPPAEKVPERKCGEIREQYGIQRVEAMFHTLDKINADPVLLPNITLGSEIRDSCWHSSVALEQSIEFIRDSLISIRDEKDGLNRCLPDGQTLPPGRTKKPIAGVIGPGSSSVAIQVQNLLQLFDIPQIAYSATSIDLSDKTLYKYFLRVVPSDTLQARAMLDIVKRYNWTYVSAVHTEGNYGESGMDAFKELAAQEGLCIAHSDKIYSNAGEKSFDRLLRKLRERLPKARVVVCFCEGMTVRGLLSAMRRLGVVGEFSLIGSDGWADRDEVIEGYEVEANGGITIKLQSPEVRSFDDYFLKLRLDTNTRNPWFPEFWQHRFQCRLPGHILENPNFKRICTGNESLEENYVQDSKMGFVINAIYAMAHGLQNMHHALCPGHVGLCDAMKPIDGSKLLDFLIKSTFIGVSGEEVWFDEKGDAPGRYDIMNLQYTEANRYDYVHVGTW.... The pKi is 5.0. (3) The compound is CC(=O)C(C#N)C(=O)Nc1cc(Br)ccc1Br. The target protein (P00547) has sequence MVKVYAPASSANMSVGFDVLGAAVTPVDGALLGDVVTVEAAETFSLNNLGRFADKLPSEPRENIVYQCWERFCQELGKQIPVAMTLEKNMPIGSGLGSSACSVVAALMAMNEHCGKPLNDTRLLALMGELEGRISGSIHYDNVAPCFLGGMQLMIEENDIISQQVPGFDEWLWVLAYPGIKVSTAEARAILPAQYRRQDCIAHGRHLAGFIHACYSRQPELAAKLMKDVIAEPYRERLLPGFRQARQAVAEIGAVASGISGSGPTLFALCDKPETAQRVADWLGKNYLQNQEGFVHICRLDTAGARVLEN. The pKi is 4.9. (4) The small molecule is O=C(NCB(O)O)c1ccccc1[N+](=O)[O-]. The target protein (P39045) has sequence MKQSSPEPLRPRRTGGRGGARRAAALVTIPLLPMTLLGASPALADASGARLTELREDIDAILEDPALEGAVSGVVVVDTATGEELYSRDGGEQLLPASNMKLFTAAAALEVLGADHSFGTEVAAESAPGRRGEVQDLYLVGRGDPTLSAEDLDAMAAEVAASGVRTVRGDLYADDTWFDSERLVDDWWPEDEPYAYSAQISALTVAHGERFDTGVTEVSVTPAAEGEPADVDLGAAEGYAELDNRAVTGAAGSANTLVIDRPVGTNTIAVTGSLPADAAPVTALRTVDEPAALAGHLFEEALESNGVTVKGDVGLGGVPADWQDAEVLADHTSAELSEILVPFMKFSNNGHAEMLVKSIGQETAGAGTWDAGLVGVEEALSGLGVDTAGLVLNDGSGLSRGNLVTADTVVDLLGQAGSAPWAQTWSASLPVAGESDPFVGGTLANRMRGTAAEGVVEAKTGTMSGVSALSGYVPGPEGELAFSIVNNGHSGPAPLAVQDA.... The pKi is 6.4.